From a dataset of NCI-60 drug combinations with 297,098 pairs across 59 cell lines. Regression. Given two drug SMILES strings and cell line genomic features, predict the synergy score measuring deviation from expected non-interaction effect. Synergy scores: CSS=38.6, Synergy_ZIP=-2.93, Synergy_Bliss=-3.69, Synergy_Loewe=0.287, Synergy_HSA=0.417. Cell line: DU-145. Drug 1: COC1=C(C=C2C(=C1)N=CN=C2NC3=CC(=C(C=C3)F)Cl)OCCCN4CCOCC4. Drug 2: B(C(CC(C)C)NC(=O)C(CC1=CC=CC=C1)NC(=O)C2=NC=CN=C2)(O)O.